Dataset: Reaction yield outcomes from USPTO patents with 853,638 reactions. Task: Predict the reaction yield, written as a fraction of the theoretical maximum amount of product (1.0 means a 100% yield; for example, 0.34 means a 34% yield). (1) The reactants are [C:1]([C:5]1[CH:9]=[C:8]([CH2:10][NH:11][C:12](=[O:18])[O:13][C:14]([CH3:17])([CH3:16])[CH3:15])[NH:7][N:6]=1)([CH3:4])([CH3:3])[CH3:2].[F:19][C:20]([F:32])([F:31])[O:21][C:22]1[CH:23]=[C:24](B(O)O)[CH:25]=[CH:26][CH:27]=1.N1C=CC=CC=1. The catalyst is ClCCl.C([O-])(=O)C.[Cu+2].C([O-])(=O)C. The product is [C:1]([C:5]1[CH:9]=[C:8]([CH2:10][NH:11][C:12](=[O:18])[O:13][C:14]([CH3:17])([CH3:16])[CH3:15])[N:7]([C:24]2[CH:25]=[CH:26][CH:27]=[C:22]([O:21][C:20]([F:19])([F:31])[F:32])[CH:23]=2)[N:6]=1)([CH3:4])([CH3:2])[CH3:3]. The yield is 0.360. (2) The yield is 0.105. The product is [Br:10][C:11]1[CH:16]=[CH:15][N:14]=[CH:13][C:12]=1[C:18]1[CH:23]=[CH:22][C:21]([N+:24]([O-:26])=[O:25])=[CH:20][CH:19]=1. The catalyst is C1COCC1.[Cl-].[NH4+].[Cl-].[Zn+2].[Cl-].C1C=CC([P]([Pd]([P](C2C=CC=CC=2)(C2C=CC=CC=2)C2C=CC=CC=2)([P](C2C=CC=CC=2)(C2C=CC=CC=2)C2C=CC=CC=2)[P](C2C=CC=CC=2)(C2C=CC=CC=2)C2C=CC=CC=2)(C2C=CC=CC=2)C2C=CC=CC=2)=CC=1. The reactants are [Li+].CC([N-]C(C)C)C.Cl.[Br:10][C:11]1[CH:16]=[CH:15][N:14]=[CH:13][CH:12]=1.Br[C:18]1[CH:23]=[CH:22][C:21]([N+:24]([O-:26])=[O:25])=[CH:20][CH:19]=1.